Dataset: Catalyst prediction with 721,799 reactions and 888 catalyst types from USPTO. Task: Predict which catalyst facilitates the given reaction. (1) Reactant: [Br:1][C:2]1[N:7]=[CH:6][C:5]([CH:8]=O)=[C:4](Cl)[CH:3]=1.C(N(CC)CC)C.O.[NH2:19][NH2:20]. Product: [Br:1][C:2]1[N:7]=[CH:6][C:5]2[CH:8]=[N:19][NH:20][C:4]=2[CH:3]=1. The catalyst class is: 12. (2) Reactant: [Cl:1][C:2]1[CH:3]=[CH:4][C:5]2[N:11]3[C:12]([C:15]([F:18])([F:17])[F:16])=[N:13][N:14]=[C:10]3[C@H:9]([CH2:19][C:20]([O:22]CC)=[O:21])[O:8][C@@H:7]([C:25]3[CH:30]=[CH:29][CH:28]=[C:27]([O:31][CH3:32])[C:26]=3[O:33][CH3:34])[C:6]=2[CH:35]=1.Cl. Product: [Cl:1][C:2]1[CH:3]=[CH:4][C:5]2[N:11]3[C:12]([C:15]([F:18])([F:17])[F:16])=[N:13][N:14]=[C:10]3[C@H:9]([CH2:19][C:20]([OH:22])=[O:21])[O:8][C@@H:7]([C:25]3[CH:30]=[CH:29][CH:28]=[C:27]([O:31][CH3:32])[C:26]=3[O:33][CH3:34])[C:6]=2[CH:35]=1. The catalyst class is: 155. (3) Reactant: [Cl:1][C:2]1[CH:8]=[CH:7][C:5]([NH2:6])=[C:4]([N:9]2[CH:13]=[C:12]([CH3:14])[N:11]=[C:10]2[CH:15]2[CH2:20][CH2:19][CH2:18][CH2:17][CH2:16]2)[CH:3]=1.[C:21](N1C=CN=C1)(N1C=CN=C1)=[O:22].O. Product: [Cl:1][C:2]1[CH:3]=[C:4]2[C:5]([NH:6][C:21](=[O:22])[C:13]3[N:9]2[C:10]([CH:15]2[CH2:16][CH2:17][CH2:18][CH2:19][CH2:20]2)=[N:11][C:12]=3[CH3:14])=[CH:7][CH:8]=1. The catalyst class is: 11. (4) Reactant: Cl[C:2]1[CH:10]=[CH:9][C:5]([C:6]([NH2:8])=[O:7])=[C:4]([NH:11][C:12]2[CH:17]=[CH:16][C:15]([N:18]3[CH2:23][CH2:22][N:21]([CH3:24])[CH2:20][CH2:19]3)=[CH:14][CH:13]=2)[N:3]=1.Cl.[CH3:26][C:27]1[N:28]=[C:29]([NH:32][C:33]([NH:35][C@@H:36]2[CH2:41][CH2:40][CH2:39][NH:38][CH2:37]2)=[O:34])[S:30][CH:31]=1.CCN(C(C)C)C(C)C. Product: [CH3:24][N:21]1[CH2:22][CH2:23][N:18]([C:15]2[CH:16]=[CH:17][C:12]([NH:11][C:4]3[N:3]=[C:2]([N:38]4[CH2:39][CH2:40][CH2:41][C@@H:36]([NH:35][C:33]([NH:32][C:29]5[S:30][CH:31]=[C:27]([CH3:26])[N:28]=5)=[O:34])[CH2:37]4)[CH:10]=[CH:9][C:5]=3[C:6]([NH2:8])=[O:7])=[CH:13][CH:14]=2)[CH2:19][CH2:20]1. The catalyst class is: 60. (5) Reactant: [CH3:1][C:2]1[N:6]=[CH:5][N:4]([CH2:7][C@@H:8]2[C@H:11]([NH:12]C(=O)OCC3C=CC=CC=3)[C:10](=[O:23])[NH:9]2)[N:3]=1. Product: [NH2:12][C@H:11]1[C@@H:8]([CH2:7][N:4]2[CH:5]=[N:6][C:2]([CH3:1])=[N:3]2)[NH:9][C:10]1=[O:23]. The catalyst class is: 19. (6) The catalyst class is: 24. Product: [Cl:1][C:2]1[C:3]([CH:4]([OH:5])[C:22]2[C:21](=[O:27])[CH2:26][CH2:25][CH2:24][CH:23]=2)=[CH:6][C:7]([C:10]2[CH:11]=[CH:12][CH:13]=[CH:14][CH:15]=2)=[CH:8][N:9]=1. Reactant: [Cl:1][C:2]1[N:9]=[CH:8][C:7]([C:10]2[CH:15]=[CH:14][CH:13]=[CH:12][CH:11]=2)=[CH:6][C:3]=1[CH:4]=[O:5].N1C=CN=C1.[C:21]1(=[O:27])[CH2:26][CH2:25][CH2:24][CH:23]=[CH:22]1. (7) Reactant: [CH:1]1([N:6]2[C:14]3[C:13]([C:15]#[N:16])=[CH:12][NH:11][C:10](=[O:17])[C:9]=3[C:8]([C:18]3[N:22](C4CCCCO4)[N:21]=[CH:20][CH:19]=3)=[CH:7]2)[CH2:5][CH2:4][CH2:3][CH2:2]1.[ClH:29].C(OCC)(=O)C. Product: [ClH:29].[CH:1]1([N:6]2[C:14]3[C:13]([C:15]#[N:16])=[CH:12][NH:11][C:10](=[O:17])[C:9]=3[C:8]([C:18]3[NH:22][N:21]=[CH:20][CH:19]=3)=[CH:7]2)[CH2:2][CH2:3][CH2:4][CH2:5]1. The catalyst class is: 8. (8) Reactant: [C:1]([O:5][C:6](=[O:23])[NH:7][C:8]1([CH:21]=O)[CH2:12][CH2:11][CH2:10][CH:9]1[O:13][Si:14]([C:17]([CH3:20])([CH3:19])[CH3:18])([CH3:16])[CH3:15])([CH3:4])([CH3:3])[CH3:2].[NH2:24][C:25]1[CH:32]=[CH:31][C:28]([C:29]#[N:30])=[C:27]([Cl:33])[C:26]=1[CH3:34].CC(O)=O.[BH3-]C#N.[Na+]. Product: [C:1]([O:5][C:6](=[O:23])[NH:7][C:8]1([CH2:21][NH:24][C:25]2[CH:32]=[CH:31][C:28]([C:29]#[N:30])=[C:27]([Cl:33])[C:26]=2[CH3:34])[CH2:12][CH2:11][CH2:10][CH:9]1[O:13][Si:14]([C:17]([CH3:19])([CH3:18])[CH3:20])([CH3:15])[CH3:16])([CH3:3])([CH3:4])[CH3:2]. The catalyst class is: 5. (9) Reactant: Cl[CH2:2][CH2:3][NH:4][C:5]([NH:7][C@H:8]1[CH2:12][CH2:11][O:10][CH2:9]1)=[O:6].[H-].[Na+]. Product: [O:10]1[CH2:11][CH2:12][C@H:8]([N:7]2[CH2:2][CH2:3][NH:4][C:5]2=[O:6])[CH2:9]1. The catalyst class is: 1. (10) Product: [C:33]([C:10]1[CH:11]=[C:12]2[C:17](=[CH:18][C:9]=1[OH:8])[N:16]=[CH:15][CH:14]=[C:13]2[O:19][C:20]1[CH:25]=[CH:24][C:23]([NH:26][C:27]([NH:29][CH2:30][CH3:31])=[O:28])=[C:22]([CH3:32])[CH:21]=1)#[N:34]. The catalyst class is: 457. Reactant: C([O:8][C:9]1[CH:18]=[C:17]2[C:12]([C:13]([O:19][C:20]3[CH:25]=[CH:24][C:23]([NH:26][C:27]([NH:29][CH2:30][CH3:31])=[O:28])=[C:22]([CH3:32])[CH:21]=3)=[CH:14][CH:15]=[N:16]2)=[CH:11][C:10]=1[C:33]#[N:34])C1C=CC=CC=1.